From a dataset of Catalyst prediction with 721,799 reactions and 888 catalyst types from USPTO. Predict which catalyst facilitates the given reaction. (1) Reactant: S(=O)(=O)(O)O.N[C:7]1[CH:8]=[CH:9][C:10]([CH3:15])=[C:11]([CH:14]=1)[C:12]#[N:13].N([O-])=[O:17].[Na+].NC(N)=O.S([O-])([O-])(=O)=O.[Na+].[Na+]. Product: [OH:17][C:7]1[CH:8]=[CH:9][C:10]([CH3:15])=[C:11]([CH:14]=1)[C:12]#[N:13]. The catalyst class is: 6. (2) Reactant: [NH:1]1[CH2:6][CH2:5][S:4][CH2:3][CH2:2]1.[NH2:7][C:8]1[C:9]2[C:16]([C:17]3[CH:22]=[CH:21][CH:20]=[C:19]([O:23][CH2:24][C:25]4[CH:30]=[CH:29][CH:28]=[CH:27][CH:26]=4)[CH:18]=3)=[CH:15][N:14]([C@@H:31]3[CH2:34][C@H:33]([CH2:35]OS(C4C=CC(C)=CC=4)(=O)=O)[CH2:32]3)[C:10]=2[N:11]=[CH:12][N:13]=1. Product: [CH2:24]([O:23][C:19]1[CH:18]=[C:17]([C:16]2[C:9]3[C:8]([NH2:7])=[N:13][CH:12]=[N:11][C:10]=3[N:14]([C@H:31]3[CH2:32][C@@H:33]([CH2:35][N:1]4[CH2:6][CH2:5][S:4][CH2:3][CH2:2]4)[CH2:34]3)[CH:15]=2)[CH:22]=[CH:21][CH:20]=1)[C:25]1[CH:26]=[CH:27][CH:28]=[CH:29][CH:30]=1. The catalyst class is: 3. (3) Reactant: [C:1]([N:8]1[CH2:13][CH2:12][NH:11][CH2:10][CH2:9]1)([O:3][C:4]([CH3:7])([CH3:6])[CH3:5])=[O:2].ON1C2C=CC=CC=2N=N1.[Cl:24][C:25]1[C:26]([F:34])=[C:27]([CH:31]=[CH:32][CH:33]=1)[C:28](O)=[O:29]. Product: [Cl:24][C:25]1[C:26]([F:34])=[C:27]([CH:31]=[CH:32][CH:33]=1)[C:28]([N:11]1[CH2:10][CH2:9][N:8]([C:1]([O:3][C:4]([CH3:7])([CH3:6])[CH3:5])=[O:2])[CH2:13][CH2:12]1)=[O:29]. The catalyst class is: 22. (4) Reactant: [Cl:1][C:2]1[CH:6]=[CH:5][NH:4][C:3]=1[C:7]([O:9][CH3:10])=[O:8].Cl[Sn]Cl.O.[CH3:15][CH2:16][O:17]C(C)=O. Product: [C:16]([C:6]1[C:2]([Cl:1])=[C:3]([C:7]([O:9][CH3:10])=[O:8])[NH:4][CH:5]=1)(=[O:17])[CH3:15]. The catalyst class is: 26. (5) Reactant: [Br:1][C:2]1[CH:26]=[CH:25][C:5]2[N:6]([C:21]([CH3:24])([CH3:23])[CH3:22])[C:7]([C:9]3[CH:14]=[CH:13][CH:12]=[CH:11][C:10]=3[C:15]3[O:19][C:18](=[O:20])[NH:17][N:16]=3)=[N:8][C:4]=2[CH:3]=1.[H-].[Na+].[CH3:29]I. Product: [Br:1][C:2]1[CH:26]=[CH:25][C:5]2[N:6]([C:21]([CH3:23])([CH3:22])[CH3:24])[C:7]([C:9]3[CH:14]=[CH:13][CH:12]=[CH:11][C:10]=3[C:15]3[O:19][C:18](=[O:20])[N:17]([CH3:29])[N:16]=3)=[N:8][C:4]=2[CH:3]=1. The catalyst class is: 3.